Predict the reactants needed to synthesize the given product. From a dataset of Full USPTO retrosynthesis dataset with 1.9M reactions from patents (1976-2016). (1) The reactants are: [CH2:1]([O:8][C:9]1[CH:10]=[CH:11][C:12]([C@@H:20]([O:23][Si:24]([C:27]([CH3:30])([CH3:29])[CH3:28])([CH3:26])[CH3:25])[CH2:21]Br)=[C:13]2[C:18]=1[NH:17][C:16](=[O:19])[CH:15]=[CH:14]2)[C:2]1[CH:7]=[CH:6][CH:5]=[CH:4][CH:3]=1.[F:31][C:32]([F:50])([C:44]1[CH:49]=[CH:48][CH:47]=[CH:46][CH:45]=1)[CH2:33][O:34][C:35]1[CH:36]=[C:37]([CH2:41][CH2:42][NH2:43])[CH:38]=[CH:39][CH:40]=1.C(=O)([O-])O.[Na+].[I-].[Na+]. Given the product [CH2:1]([O:8][C:9]1[CH:10]=[CH:11][C:12]([C@@H:20]([O:23][Si:24]([C:27]([CH3:30])([CH3:29])[CH3:28])([CH3:26])[CH3:25])[CH2:21][NH:43][CH2:42][CH2:41][C:37]2[CH:38]=[CH:39][CH:40]=[C:35]([O:34][CH2:33][C:32]([F:31])([F:50])[C:44]3[CH:45]=[CH:46][CH:47]=[CH:48][CH:49]=3)[CH:36]=2)=[C:13]2[C:18]=1[NH:17][C:16](=[O:19])[CH:15]=[CH:14]2)[C:2]1[CH:7]=[CH:6][CH:5]=[CH:4][CH:3]=1, predict the reactants needed to synthesize it. (2) The reactants are: [CH:1]1([C:4]2[N:5]=[CH:6][C:7]([C:15]([OH:17])=O)=[N:8][C:9]=2[O:10][CH2:11][CH:12]2[CH2:14][CH2:13]2)[CH2:3][CH2:2]1.Cl.[NH2:19][C@@H:20]([CH2:24][CH:25]([CH3:27])[CH3:26])[C:21]([NH2:23])=[O:22]. Given the product [C:21]([C@@H:20]([NH:19][C:15]([C:7]1[CH:6]=[N:5][C:4]([CH:1]2[CH2:2][CH2:3]2)=[C:9]([O:10][CH2:11][CH:12]2[CH2:13][CH2:14]2)[N:8]=1)=[O:17])[CH2:24][CH:25]([CH3:27])[CH3:26])(=[O:22])[NH2:23], predict the reactants needed to synthesize it. (3) Given the product [CH3:21][O:20][C:18](=[O:19])[C:17]1[CH:22]=[CH:23][CH:24]=[CH:25][C:16]=1[C:2]#[C:1][C:3]1[C:4]([C:9]2[CH:14]=[CH:13][CH:12]=[CH:11][CH:10]=2)=[N:5][O:6][C:7]=1[CH3:8], predict the reactants needed to synthesize it. The reactants are: [C:1]([C:3]1[C:4]([C:9]2[CH:14]=[CH:13][CH:12]=[CH:11][CH:10]=2)=[N:5][O:6][C:7]=1[CH3:8])#[CH:2].I[C:16]1[CH:25]=[CH:24][CH:23]=[CH:22][C:17]=1[C:18]([O:20][CH3:21])=[O:19]. (4) Given the product [N+:11]([C:10]1[CH:9]=[C:8]2[C:4]([CH2:5][CH2:6][C:7]2=[O:14])=[CH:3][C:2]=1[NH:1][C:15](=[O:19])[O:16][CH2:17][CH3:18])([O-:13])=[O:12], predict the reactants needed to synthesize it. The reactants are: [NH2:1][C:2]1[CH:3]=[C:4]2[C:8](=[CH:9][C:10]=1[N+:11]([O-:13])=[O:12])[C:7](=[O:14])[CH2:6][CH2:5]2.[C:15](O[C:15]([O:16][CH2:17][CH3:18])=[O:19])(=[O:19])[O:16][CH2:17][CH3:18]. (5) Given the product [OH:38][C:33]1([C:7]2[CH:12]=[CH:11][C:10]([CH3:13])=[CH:9][CH:8]=2)[C:32]2[C:39]([CH3:40])=[C:28]([N:25]3[CH2:24][CH2:23][N:22]([C:19]4[CH:18]=[CH:17][C:16]([O:15][CH3:14])=[CH:21][CH:20]=4)[CH2:27][CH2:26]3)[C:29]([CH3:42])=[C:30]([CH3:41])[C:31]=2[O:35][C:34]1([CH3:37])[CH3:36], predict the reactants needed to synthesize it. The reactants are: C([Li])CCC.Br[C:7]1[CH:12]=[CH:11][C:10]([CH3:13])=[CH:9][CH:8]=1.[CH3:14][O:15][C:16]1[CH:21]=[CH:20][C:19]([N:22]2[CH2:27][CH2:26][N:25]([C:28]3[C:29]([CH3:42])=[C:30]([CH3:41])[C:31]4[O:35][C:34]([CH3:37])([CH3:36])[C:33](=[O:38])[C:32]=4[C:39]=3[CH3:40])[CH2:24][CH2:23]2)=[CH:18][CH:17]=1.O. (6) The reactants are: [Cl:1][C:2]1[CH:3]=[C:4]2[C:9](=[CH:10][C:11]=1[O:12][CH3:13])[O:8][CH:7]([C:14]([F:17])([F:16])[F:15])[C:6]([C:18]([O:20]CC)=[O:19])=[CH:5]2.CO.O.O[Li].O. Given the product [Cl:1][C:2]1[CH:3]=[C:4]2[C:9](=[CH:10][C:11]=1[O:12][CH3:13])[O:8][CH:7]([C:14]([F:17])([F:15])[F:16])[C:6]([C:18]([OH:20])=[O:19])=[CH:5]2, predict the reactants needed to synthesize it. (7) The reactants are: [Br:1][C:2]1[N:7]=[CH:6][C:5]([NH2:8])=[C:4]([NH2:9])[CH:3]=1.[C:10](OCC)(=[O:16])[C:11](OCC)=[O:12]. Given the product [Br:1][C:2]1[N:7]=[CH:6][C:5]2=[N:8][C:10]([OH:16])=[C:11]([OH:12])[N:9]=[C:4]2[CH:3]=1, predict the reactants needed to synthesize it.